From a dataset of Forward reaction prediction with 1.9M reactions from USPTO patents (1976-2016). Predict the product of the given reaction. (1) Given the reactants [NH2:1][C:2]1[CH:7]=[CH:6][CH:5]=[CH:4][CH:3]=1.F[C:9]1[C:14]([F:15])=[CH:13][C:12]([C:16]([F:19])([F:18])[F:17])=[CH:11][C:10]=1[N+:20]([O-])=O.Cl[CH2:24]Cl, predict the reaction product. The product is: [F:15][C:14]1[C:9]2[N:1]([C:2]3[CH:7]=[CH:6][CH:5]=[CH:4][CH:3]=3)[CH:24]=[N:20][C:10]=2[CH:11]=[C:12]([C:16]([F:19])([F:18])[F:17])[CH:13]=1. (2) Given the reactants Cl[CH2:2][C:3]1[NH:4][C:5]2[CH:11]=[CH:10][CH:9]=[CH:8][C:6]=2[N:7]=1.[N:12]1[CH:17]=[CH:16][CH:15]=[CH:14][C:13]=1[N:18]1[CH2:23][CH2:22][NH:21][CH2:20][CH2:19]1.C(N(CC)CC)C.[C:31]([OH:40])(=[O:39])[CH:32]([CH:34]([C:36]([OH:38])=[O:37])[OH:35])[OH:33], predict the reaction product. The product is: [C:36]([C@@H:34]([C@H:32]([C:31]([OH:40])=[O:39])[OH:33])[OH:35])([OH:38])=[O:37].[C:36]([C@@H:34]([C@H:32]([C:31]([OH:40])=[O:39])[OH:33])[OH:35])([OH:38])=[O:37].[N:12]1[CH:17]=[CH:16][CH:15]=[CH:14][C:13]=1[N:18]1[CH2:19][CH2:20][N:21]([CH2:2][C:3]2[NH:4][C:5]3[CH:11]=[CH:10][CH:9]=[CH:8][C:6]=3[N:7]=2)[CH2:22][CH2:23]1. (3) Given the reactants C([O:8][CH2:9][C:10]1[N:11]([C:27]2[CH:32]=[CH:31][C:30]([N+:33]([O-:35])=[O:34])=[CH:29][CH:28]=2)[CH:12]=[C:13]([C:15]2[C:16]([C:21]3[CH:26]=[CH:25][CH:24]=[CH:23][CH:22]=3)=[N:17][O:18][C:19]=2[CH3:20])[N:14]=1)C1C=CC=CC=1.FC(F)(F)C(O)=O.FC(F)(F)S(O)(=O)=O.C(=O)([O-])O.[Na+], predict the reaction product. The product is: [CH3:20][C:19]1[O:18][N:17]=[C:16]([C:21]2[CH:22]=[CH:23][CH:24]=[CH:25][CH:26]=2)[C:15]=1[C:13]1[N:14]=[C:10]([CH2:9][OH:8])[N:11]([C:27]2[CH:32]=[CH:31][C:30]([N+:33]([O-:35])=[O:34])=[CH:29][CH:28]=2)[CH:12]=1. (4) The product is: [NH2:18][CH2:19][CH2:20][CH2:21][N:22]([CH3:49])[C:23]([CH2:25][CH2:26][N:27]1[CH2:28][CH2:29][CH:30]([O:33][C:34](=[O:48])[NH:35][C:36]2[CH:41]=[CH:40][CH:39]=[CH:38][C:37]=2[C:42]2[CH:43]=[CH:44][CH:45]=[CH:46][CH:47]=2)[CH2:31][CH2:32]1)=[O:24]. Given the reactants C1C2C(COC([NH:18][CH2:19][CH2:20][CH2:21][N:22]([CH3:49])[C:23]([CH2:25][CH2:26][N:27]3[CH2:32][CH2:31][CH:30]([O:33][C:34](=[O:48])[NH:35][C:36]4[CH:41]=[CH:40][CH:39]=[CH:38][C:37]=4[C:42]4[CH:47]=[CH:46][CH:45]=[CH:44][CH:43]=4)[CH2:29][CH2:28]3)=[O:24])=O)C3C(=CC=CC=3)C=2C=CC=1.N1CCCCC1, predict the reaction product. (5) Given the reactants [OH:1][C@H:2]1[C@H:11]([NH:12][C:13](=[O:19])[O:14][C:15]([CH3:18])([CH3:17])[CH3:16])[CH2:10][C:9]2[N:8]=[CH:7][C:6]([NH:20][C:21]3[C:26]([N+:27]([O-])=O)=[CH:25][CH:24]=[C:23]([O:30][CH3:31])[N:22]=3)=[CH:5][C:4]=2[CH2:3]1, predict the reaction product. The product is: [NH2:27][C:26]1[C:21]([NH:20][C:6]2[CH:7]=[N:8][C:9]3[CH2:10][C@@H:11]([NH:12][C:13](=[O:19])[O:14][C:15]([CH3:17])([CH3:16])[CH3:18])[C@H:2]([OH:1])[CH2:3][C:4]=3[CH:5]=2)=[N:22][C:23]([O:30][CH3:31])=[CH:24][CH:25]=1. (6) Given the reactants Cl.Cl.Cl.[O:4]1[C:12]2[CH:11]=[CH:10][N:9]=[C:8]([N:13]3[CH2:18][CH2:17][N:16]([CH2:19][CH2:20][C@H:21]4[CH2:26][CH2:25][C@H:24]([NH2:27])[CH2:23][CH2:22]4)[CH2:15][CH2:14]3)[C:7]=2[CH2:6][CH2:5]1.[CH3:28][C:29]1[O:33][N:32]=[C:31]([C:34]2[CH:35]=[C:36]([CH:40]=[CH:41][CH:42]=2)[C:37](O)=[O:38])[N:30]=1, predict the reaction product. The product is: [O:4]1[C:12]2[CH:11]=[CH:10][N:9]=[C:8]([N:13]3[CH2:18][CH2:17][N:16]([CH2:19][CH2:20][C@H:21]4[CH2:26][CH2:25][C@H:24]([NH:27][C:37](=[O:38])[C:36]5[CH:40]=[CH:41][CH:42]=[C:34]([C:31]6[N:30]=[C:29]([CH3:28])[O:33][N:32]=6)[CH:35]=5)[CH2:23][CH2:22]4)[CH2:15][CH2:14]3)[C:7]=2[CH2:6][CH2:5]1. (7) Given the reactants [CH2:1]([O:8][C:9]1[C:17]2[C:12](=[CH:13][CH:14]=[CH:15][CH:16]=2)[N:11]([CH2:18][C:19]2[O:23][C:22]([C:24]([O:26]CC)=[O:25])=[CH:21][CH:20]=2)[N:10]=1)[C:2]1[CH:7]=[CH:6][CH:5]=[CH:4][CH:3]=1.[OH-].[Na+].O.C(O)(=O)CC(CC(O)=O)(C(O)=O)O, predict the reaction product. The product is: [CH2:1]([O:8][C:9]1[C:17]2[C:12](=[CH:13][CH:14]=[CH:15][CH:16]=2)[N:11]([CH2:18][C:19]2[O:23][C:22]([C:24]([OH:26])=[O:25])=[CH:21][CH:20]=2)[N:10]=1)[C:2]1[CH:7]=[CH:6][CH:5]=[CH:4][CH:3]=1. (8) The product is: [CH2:9]([O:8][C:7]1[CH:6]=[CH:5][N:4]([CH2:33][CH2:32][C:31]([O:35][CH3:36])=[O:34])[C:3](=[O:19])[C:2]=1[Br:1])[C:10]1[CH:11]=[CH:12][CH:13]=[CH:14][CH:15]=1. Given the reactants [Br:1][C:2]1[C:3](=[O:19])[NH:4][C:5](C)=[CH:6][C:7]=1[O:8][CH2:9][C:10]1[CH:15]=[CH:14][C:13](F)=[CH:12][C:11]=1F.[F-].[Cs+].CO[Si](OC)(OC)OC.[C:31]([O:35][CH3:36])(=[O:34])[CH:32]=[CH2:33], predict the reaction product. (9) Given the reactants [CH3:1][C:2]1([CH3:10])[CH2:7][C:6](=[O:8])[CH2:5][C:4](=O)[CH2:3]1.CC([O-])=O.[Na+].BrBr.[NH2:18][C:19]([NH2:21])=[S:20], predict the reaction product. The product is: [NH2:21][C:19]1[S:20][C:5]2[C:6](=[O:8])[CH2:7][C:2]([CH3:10])([CH3:1])[CH2:3][C:4]=2[N:18]=1. (10) Given the reactants C(O)(C(F)(F)F)=O.[Cl:8][C:9]1[C:17]2[C:12](=[C:13]([Cl:34])[CH:14]=[CH:15][C:16]=2[NH:18][C:19]2[C:27]3[C:22](=[CH:23][N:24]=[CH:25][CH:26]=3)[O:21][C:20]=2[C:28]2[N:33]=[CH:32][CH:31]=[CH:30][N:29]=2)[N:11](C(OC(C)(C)C)=O)[N:10]=1, predict the reaction product. The product is: [Cl:8][C:9]1[C:17]2[C:16]([NH:18][C:19]3[C:27]4[C:22](=[CH:23][N:24]=[CH:25][CH:26]=4)[O:21][C:20]=3[C:28]3[N:33]=[CH:32][CH:31]=[CH:30][N:29]=3)=[CH:15][CH:14]=[C:13]([Cl:34])[C:12]=2[NH:11][N:10]=1.